This data is from Forward reaction prediction with 1.9M reactions from USPTO patents (1976-2016). The task is: Predict the product of the given reaction. Given the reactants [C:1]1([C:7]2[C:8]3[CH:17]=[CH:16][CH:15]=[CH:14][C:9]=3[S:10][C:11]=2[CH:12]=[O:13])[CH:6]=[CH:5][CH:4]=[CH:3][CH:2]=1.[CH3:18][Mg]Br, predict the reaction product. The product is: [C:1]1([C:7]2[C:8]3[CH:17]=[CH:16][CH:15]=[CH:14][C:9]=3[S:10][C:11]=2[CH:12]([OH:13])[CH3:18])[CH:2]=[CH:3][CH:4]=[CH:5][CH:6]=1.